This data is from Reaction yield outcomes from USPTO patents with 853,638 reactions. The task is: Predict the reaction yield, written as a fraction of the theoretical maximum amount of product (1.0 means a 100% yield; for example, 0.34 means a 34% yield). (1) The product is [O:1]1[CH2:6][CH2:5][CH:4]([C:7]([O:9][CH2:14][C:15]2[CH:20]=[CH:19][CH:18]=[CH:17][CH:16]=2)=[O:8])[CH2:3][CH2:2]1. The yield is 0.700. The reactants are [O:1]1[CH2:6][CH2:5][CH:4]([C:7]([OH:9])=[O:8])[CH2:3][CH2:2]1.O=S(Cl)Cl.[CH2:14](O)[C:15]1[CH:20]=[CH:19][CH:18]=[CH:17][CH:16]=1. The catalyst is O1CCCC1. (2) The catalyst is C(OCC)(=O)C. The product is [Cl:11][C:10]1[CH:9]=[C:8]2[C:4](=[CH:3][C:2]=1[Cl:1])[CH2:5][N:6]([C:13]1[C:14]([CH3:33])=[C:15]([CH3:32])[C:16]3[O:20][C:19]([CH3:22])([CH3:21])[CH:18]([C:23]4[CH:28]=[CH:27][C:26]([F:29])=[CH:25][CH:24]=4)[C:17]=3[C:30]=1[CH3:31])[CH2:7]2. The reactants are [Cl:1][C:2]1[CH:3]=[C:4]2[C:8](=[CH:9][C:10]=1[Cl:11])[C:7](=O)[N:6]([C:13]1[C:14]([CH3:33])=[C:15]([CH3:32])[C:16]3[O:20][C:19]([CH3:22])([CH3:21])[CH:18]([C:23]4[CH:28]=[CH:27][C:26]([F:29])=[CH:25][CH:24]=4)[C:17]=3[C:30]=1[CH3:31])[C:5]2=O. The yield is 0.250.